This data is from Experimentally validated miRNA-target interactions with 360,000+ pairs, plus equal number of negative samples. The task is: Binary Classification. Given a miRNA mature sequence and a target amino acid sequence, predict their likelihood of interaction. (1) The miRNA is hsa-miR-3681-5p with sequence UAGUGGAUGAUGCACUCUGUGC. The protein sequence of the target gene is MPIVDKLKEALKPGRKDSADDGELGKLLASSAKKVLLQKIEFEPASKSFSYQLEALKSKYVLLNPKTEGASRHKSGDDPPARRQGSEHTYESCGDGVPAPQKVLFPTERLSLRWERVFRVGAGLHNLGNTCFLNATIQCLTYTPPLANYLLSKEHARSCHQGSFCMLCVMQNHIVQAFANSGNAIKPVSFIRDLKKIARHFRFGNQEDAHEFLRYTIDAMQKACLNGCAKLDRQTQATTLVHQIFGGYLRSRVKCSVCKSVSDTYDPYLDVALEIRQAANIVRALELFVKADVLSGENAY.... Result: 1 (interaction). (2) The miRNA is hsa-miR-873-3p with sequence GGAGACUGAUGAGUUCCCGGGA. The protein sequence of the target gene is MTTYLEFIQQNEERDGVRFSWNVWPSSRLEATRMVVPVAALFTPLKERPDLPPIQYEPVLCSRTTCRAVLNPLCQVDYRAKLWACNFCYQRNQFPPTYAGISELNQPAELLPQFSSIEYVVLRGPQMPLIFLYVVDTCIEDEDLQALKESMQMSLSLLPPTALVGLITFGRMVQVHELGCEGISKSYVFRGTKDLSAKQLQEMLGLSKVPVTQATRGPQVQQPPPSNRFLQPVQKIDMNLTDLLGELQRDPWPVPQGKRPLRSSGVALSIAVGLLECTFPNTGARIMMFIGGPATQGPGM.... Result: 0 (no interaction). (3) The miRNA is hsa-miR-3941 with sequence UUACACACAACUGAGGAUCAUA. The protein sequence of the target gene is MQREEGFNTKMADGPDEYDTEAGCVPLLHPEEIKPQSHYNHGYGEPLGRKTHIDDYSTWDIVKATQYGIYERCRELVEAGYDVRQPDKENVTLLHWAAINNRIDLVKYYISKGAIVDQLGGDLNSTPLHWATRQGHLSMVVQLMKYGADPSLIDGEGCSCIHLAAQFGHTSIVAYLIAKGQDVDMMDQNGMTPLMWAAYRTHSVDPTRLLLTFNVSVNLGDKYHKNTALHWAVLAGNTTVISLLLEAGANVDAQNIKGESALDLAKQRKNVWMINHLQEARQAKGYDNPSFLRKLKADKE.... Result: 1 (interaction). (4) The miRNA is mmu-miR-3089-5p with sequence UGAGUUCAGGGACAGCGUGUCU. The protein sequence of the target gene is MTPSQVTFEIRGTLLPGEVFAICGSCDALGNWNPQNAVALINENETGDSVLWKAVIALNRGVSVKYRYFRGCFLEPKTIGGPCQVIVHKWETHLQPRSITPLESEIIIDDGQFGIHNGVETLDSGWLTCQTEIRLRLHFSEKPPVSISKKKFKKSRFRVKLTLEGLEEDEDDDDDKVSPTVLHKMSNSLEISLISDNEFKCRHSQPECGYGLQPDRWTEYSIQTMEPDNLELIFDFFEEDLSEHVVQGDVLPGHVGTACLLSSTIAESGRSAGILTLPIMSRNSRKTIGKVRVDFIIIKP.... Result: 1 (interaction). (5) The miRNA is mmu-miR-434-3p with sequence UUUGAACCAUCACUCGACUCCU. The protein sequence of the target gene is MLQFVRAGARAWLRPTGSQGLSSLAEEAARATENPEQVASEGLPEPVLRKVELPVPTHRRPVQAWVESLRGFEQERVGLADLHPDVFATAPRLDILHQVAMWQKNFKRISYAKTKTRAEVRGGGRKPWPQKGTGRARHGSIRSPLWRGGGVAHGPRGPTSYYYMLPMKVRALGLKVALTVKLAQDDLHIMDSLELPTGDPQYLTELAHYRRWGDSVLLVDLTHEEMPQSIVEATSRLKTFNLIPAVGLNVHSMLKHQTLVLTLPTVAFLEDKLLWQDSRYRPLYPFSLPYSDFPRPLPHA.... Result: 0 (no interaction). (6) The miRNA is hsa-miR-548as-3p with sequence UAAAACCCACAAUUAUGUUUGU. Result: 1 (interaction). The protein sequence of the target gene is MLRLVPTGARAIVDMSYARHFLDFQGSAIPQAMQKLVVTRLSPNFREAVTLSRDCPVPLPGDGDLLVRNRFVGVNASDINYSAGRYDPSVKPPFDIGFEGIGEVVALGLSASARYTVGQAVAYMAPGSFAEYTVVPASIATPVPSVKPEYLTLLVSGTTAYISLKELGGLSEGKKVLVTAAAGGTGQFAMQLSKKAKCHVIGTCSSDEKSAFLKSLGCDRPINYKTEPVGTVLKQEYPEGVDVVYESVGGAMFDLAVDALATKGRLIVIGFISGYQTPTGLSPVKAGTLPAKLLKKSASV.... (7) The miRNA is mmu-miR-3102-5p with sequence GUGAGUGGCCAGGGUGGGGCUG. The protein sequence of the target gene is MERVRMINVQRLLEAAEFLERRERECEHGYASSFPSMPSPRLQHSKPPRRLSRAQKHSSGSSNTSTANRSTHNELEKNRRAHLRLCLERLKVLIPLGPDCTRHTTLGLLNKAKAHIKKLEEAERKSQHQLENLEREQRFLKRRLEQLQGPQEMERIRMDSIGSTISSDRSDSEREEIEVDVESTEFSHGEADSVSTTSISDLDDHSSLQSVGSDEGYSSASVKLSFAS. Result: 1 (interaction). (8) The miRNA is hsa-miR-552-5p with sequence GUUUAACCUUUUGCCUGUUGG. The protein sequence of the target gene is MKVTGITILFWPLSMILLSDKIQSSKREVQCNFTEKNYTLIPADIKKDVTILDLSYNQITLNGTDTRVLQTYFLLTELYLIENKVTILHNNGFGNLSSLEILNICRNSIYVIQQGAFLGLNKLKQLYLCQNKIEQLNADVFVPLRSLKLLNLQGNLISYLDVPPLFHLELITLYGNLWNCSCSLFNLQNWLNTSNVTLENENITMCSYPNSLQSYNIKTVPHKAECHSKFPSSVTEDLYIHFQPISNSIFNSSSNNLTRNSEHEPLGKSWAFLVGVVVTVLTTSLLIFIAIKCPIWYNIL.... Result: 0 (no interaction).